From a dataset of Full USPTO retrosynthesis dataset with 1.9M reactions from patents (1976-2016). Predict the reactants needed to synthesize the given product. (1) Given the product [Cl-:27].[Cl-:1].[CH3:22][N+:19]1[CH:20]=[CH:21][C:16]([NH:15][C:14]2[CH:23]=[CH:24][C:11]([NH:10][C:8](=[O:9])[C:7]3[CH:25]=[CH:26][C:4]([NH:3][C:28]4[C:37]5[C:32](=[CH:33][C:34]([N+:38]([O-:40])=[O:39])=[CH:35][CH:36]=5)[N:31]=[CH:30][CH:29]=4)=[CH:5][CH:6]=3)=[CH:12][CH:13]=2)=[CH:17][CH:18]=1.[CH3:22][N+:19]1[CH:20]=[CH:21][C:16]([NH:15][C:14]2[CH:23]=[CH:24][C:11]([NH:10][C:8](=[O:9])[C:7]3[CH:25]=[CH:26][C:4]([NH:3][C:28]4[C:37]5[C:32](=[CH:33][C:34]([N+:38]([O-:40])=[O:39])=[CH:35][CH:36]=5)[N:31]=[CH:30][CH:29]=4)=[CH:5][CH:6]=3)=[CH:12][CH:13]=2)=[CH:17][CH:18]=1, predict the reactants needed to synthesize it. The reactants are: [Cl-:1].[Cl-].[NH3+:3][C:4]1[CH:26]=[CH:25][C:7]([C:8]([NH:10][C:11]2[CH:24]=[CH:23][C:14]([NH:15][C:16]3[CH:21]=[CH:20][N+:19]([CH3:22])=[CH:18][CH:17]=3)=[CH:13][CH:12]=2)=[O:9])=[CH:6][CH:5]=1.[Cl:27][C:28]1[C:37]2[C:32](=[CH:33][C:34]([N+:38]([O-:40])=[O:39])=[CH:35][CH:36]=2)[N:31]=[CH:30][CH:29]=1.Cl. (2) Given the product [C:35]([O:34][C:32]([NH:24][C@H:25]([C:29]([N:7]1[CH2:8][C@H:9]([O:11][C:12]2[C:21]3[C:16](=[CH:17][CH:18]=[C:19]([CH:22]=[CH2:23])[CH:20]=3)[CH:15]=[CH:14][N:13]=2)[CH2:10][C@H:6]1[C:4]([O:3][CH3:2])=[O:5])=[O:30])[CH:26]([CH3:27])[CH3:28])=[O:33])([CH3:37])([CH3:38])[CH3:36], predict the reactants needed to synthesize it. The reactants are: [Cl-].[CH3:2][O:3][C:4]([C@@H:6]1[CH2:10][C@@H:9]([O:11][C:12]2[C:21]3[C:16](=[CH:17][CH:18]=[C:19]([CH:22]=[CH2:23])[CH:20]=3)[CH:15]=[CH:14][N:13]=2)[CH2:8][NH2+:7]1)=[O:5].[NH:24]([C:32]([O:34][C:35]([CH3:38])([CH3:37])[CH3:36])=[O:33])[C@H:25]([C:29](O)=[O:30])[CH:26]([CH3:28])[CH3:27].CCN(C(C)C)C(C)C.CN(C(ON1N=NC2C=CC=CC1=2)=[N+](C)C)C.[B-](F)(F)(F)F. (3) Given the product [F:27][C:4]1([C:7]([O:9][CH2:10][C:11]2[CH:12]=[CH:13][CH:14]=[CH:15][CH:16]=2)=[O:8])[CH2:3][CH2:2][O:1][CH2:6][CH2:5]1, predict the reactants needed to synthesize it. The reactants are: [O:1]1[CH2:6][CH2:5][CH:4]([C:7]([O:9][CH2:10][C:11]2[CH:16]=[CH:15][CH:14]=[CH:13][CH:12]=2)=[O:8])[CH2:3][CH2:2]1.C[Si]([N-][Si](C)(C)C)(C)C.[Li+].[F:27]N(S(C1C=CC=CC=1)(=O)=O)S(C1C=CC=CC=1)(=O)=O.[Cl-].[NH4+]. (4) The reactants are: [F:1][C:2]1[CH:9]=[C:8]([C:10]2[CH:15]=[CH:14][N:13]=[C:12]3[NH:16][C:17]([C:19]4[CH:20]=[N:21][N:22]([CH3:24])[CH:23]=4)=[N:18][C:11]=23)[CH:7]=[CH:6][C:3]=1[CH2:4][NH2:5].[F:25][C:26]([F:38])([F:37])[O:27][C:28]1[CH:36]=[CH:35][C:31]([C:32](Cl)=[O:33])=[CH:30][CH:29]=1. Given the product [F:1][C:2]1[CH:9]=[C:8]([C:10]2[CH:15]=[CH:14][N:13]=[C:12]3[NH:16][C:17]([C:19]4[CH:20]=[N:21][N:22]([CH3:24])[CH:23]=4)=[N:18][C:11]=23)[CH:7]=[CH:6][C:3]=1[CH2:4][NH:5][C:32](=[O:33])[C:31]1[CH:35]=[CH:36][C:28]([O:27][C:26]([F:25])([F:37])[F:38])=[CH:29][CH:30]=1, predict the reactants needed to synthesize it. (5) Given the product [F:14][C:10]1[CH:9]=[C:8]([C:7]2[N:6]=[C:5]([NH2:15])[CH:4]=[N:3][C:2]=2[C:20]2[S:16][CH:17]=[N:18][CH:19]=2)[CH:13]=[CH:12][CH:11]=1, predict the reactants needed to synthesize it. The reactants are: Br[C:2]1[N:3]=[CH:4][C:5]([NH2:15])=[N:6][C:7]=1[C:8]1[CH:13]=[CH:12][CH:11]=[C:10]([F:14])[CH:9]=1.[S:16]1[CH:20]=[CH:19][N:18]=[CH:17]1.C([O-])(=O)C.[K+]. (6) Given the product [NH2:1][C:2]1[CH:11]=[CH:10][C:9]2[C:4](=[CH:5][CH:6]=[C:7]([C:12]3[CH:20]=[CH:19][CH:18]=[CH:17][C:13]=3[C:14]([N:25]3[CH2:26][CH2:27][CH:22]([F:21])[CH2:23][CH2:24]3)=[O:15])[CH:8]=2)[N:3]=1, predict the reactants needed to synthesize it. The reactants are: [NH2:1][C:2]1[CH:11]=[CH:10][C:9]2[C:4](=[CH:5][CH:6]=[C:7]([C:12]3[CH:20]=[CH:19][CH:18]=[CH:17][C:13]=3[C:14](O)=[O:15])[CH:8]=2)[N:3]=1.[F:21][CH:22]1[CH2:27][CH2:26][NH:25][CH2:24][CH2:23]1.CN(C(ON1N=NC2C=CC=NC1=2)=[N+](C)C)C.F[P-](F)(F)(F)(F)F.CCN(C(C)C)C(C)C. (7) Given the product [CH3:31][C:11]1[CH:10]=[CH:9][C:8]([C:6]2[O:3][C:1]([CH3:2])=[N:4][N:5]=2)=[CH:13][C:12]=1[NH:14][C:15](=[O:30])[C:16]1[CH:17]=[CH:18][C:19]([O:22][CH2:23][C:24]2[CH:29]=[CH:28][CH:27]=[CH:26][N:25]=2)=[CH:20][CH:21]=1, predict the reactants needed to synthesize it. The reactants are: [C:1]([NH:4][NH:5][C:6]([C:8]1[CH:9]=[CH:10][C:11]([CH3:31])=[C:12]([NH:14][C:15](=[O:30])[C:16]2[CH:21]=[CH:20][C:19]([O:22][CH2:23][C:24]3[CH:29]=[CH:28][CH:27]=[CH:26][N:25]=3)=[CH:18][CH:17]=2)[CH:13]=1)=O)(=[O:3])[CH3:2].C1C=CC(P(C2C=CC=CC=2)C2C=CC=CC=2)=CC=1.CCN(C(C)C)C(C)C.ClC(Cl)(Cl)C(Cl)(Cl)Cl.